From a dataset of Reaction yield outcomes from USPTO patents with 853,638 reactions. Predict the reaction yield, written as a fraction of the theoretical maximum amount of product (1.0 means a 100% yield; for example, 0.34 means a 34% yield). (1) The reactants are O[CH:2]=[C:3]1[C:11]2[C:6](=[CH:7][C:8]([C:12]([C:14]3[CH:15]=[C:16]([NH:20][C:21]([C:23]4[CH:27]=[C:26]([CH2:28][CH3:29])[N:25]([CH3:30])[N:24]=4)=[O:22])[CH:17]=[CH:18][CH:19]=3)=[O:13])=[CH:9][CH:10]=2)[NH:5][C:4]1=[O:31].C1COCC1.[N:37]1([CH2:42][C:43]2[CH:48]=[CH:47][C:46]([NH2:49])=[CH:45][CH:44]=2)[CH2:41][CH2:40][CH2:39][CH2:38]1. The catalyst is CCOC(C)=O.CCCCCC. The product is [O:31]=[C:4]1[C:3](=[CH:2][NH:49][C:46]2[CH:45]=[CH:44][C:43]([CH2:42][N:37]3[CH2:41][CH2:40][CH2:39][CH2:38]3)=[CH:48][CH:47]=2)[C:11]2[C:6](=[CH:7][C:8]([C:12]([C:14]3[CH:15]=[C:16]([NH:20][C:21]([C:23]4[CH:27]=[C:26]([CH2:28][CH3:29])[N:25]([CH3:30])[N:24]=4)=[O:22])[CH:17]=[CH:18][CH:19]=3)=[O:13])=[CH:9][CH:10]=2)[NH:5]1. The yield is 0.180. (2) The reactants are [CH3:1][O:2][CH2:3][C:4](=O)[CH2:5][C:6]([O:8]C)=O.[CH3:11][NH:12][NH2:13]. The catalyst is C1(C)C=CC=CC=1. The product is [CH3:1][O:2][CH2:3][C:4]1[CH2:5][C:6](=[O:8])[N:12]([CH3:11])[N:13]=1. The yield is 0.950. (3) The reactants are C(OC([NH:11][C@@H:12]([CH2:25][C:26]1[CH:31]=[CH:30][C:29]([C:32]2[N:37]=[CH:36][C:35]([C:38]3[CH:43]=[CH:42][C:41]([O:44][CH2:45][CH2:46][CH2:47][CH2:48][CH2:49][CH2:50][CH3:51])=[CH:40][CH:39]=3)=[CH:34][N:33]=2)=[CH:28][CH:27]=1)[C:13]([NH:15][C@@H:16]([C:18]([O:20][C:21]([CH3:24])([CH3:23])[CH3:22])=[O:19])[CH3:17])=[O:14])=O)C1C=CC=CC=1.C(O)(=O)C. The catalyst is C1COCC1.[Pd].CCO. The product is [NH2:11][C@@H:12]([CH2:25][C:26]1[CH:31]=[CH:30][C:29]([C:32]2[N:37]=[CH:36][C:35]([C:38]3[CH:43]=[CH:42][C:41]([O:44][CH2:45][CH2:46][CH2:47][CH2:48][CH2:49][CH2:50][CH3:51])=[CH:40][CH:39]=3)=[CH:34][N:33]=2)=[CH:28][CH:27]=1)[C:13]([NH:15][C@@H:16]([C:18]([O:20][C:21]([CH3:22])([CH3:23])[CH3:24])=[O:19])[CH3:17])=[O:14]. The yield is 0.770. (4) The reactants are Cl[C:2]1[CH:7]=[CH:6][N:5]2[N:8]=[CH:9][C:10]([C:11]([NH:13][C:14]3[C:15]([C:20]4[CH:25]=[C:24]([Cl:26])[CH:23]=[CH:22][C:21]=4[Cl:27])=[N:16][N:17]([CH3:19])[CH:18]=3)=[O:12])=[C:4]2[N:3]=1.[NH3:28]. The catalyst is C(O)C. The product is [Cl:27][C:21]1[CH:22]=[CH:23][C:24]([Cl:26])=[CH:25][C:20]=1[C:15]1[C:14]([NH:13][C:11]([C:10]2[CH:9]=[N:8][N:5]3[CH:6]=[CH:7][C:2]([NH2:28])=[N:3][C:4]=23)=[O:12])=[CH:18][N:17]([CH3:19])[N:16]=1. The yield is 0.770. (5) The product is [N:1]1[CH:2]=[CH:3][N:4]2[CH:9]=[C:8]([NH:10][C:11]3[N:15]=[C:14]([NH2:16])[NH:13][N:12]=3)[CH:7]=[CH:6][C:5]=12. The reactants are [N:1]1[CH:2]=[CH:3][N:4]2[CH:9]=[C:8]([NH:10][C:11]3[N:15]=[C:14]([N:16](CC4C=CC(OC)=CC=4)CC4C=CC(OC)=CC=4)[N:13](CC4C=CC(OC)=CC=4)[N:12]=3)[CH:7]=[CH:6][C:5]=12.C(O)(C(F)(F)F)=O. No catalyst specified. The yield is 0.540. (6) The reactants are [CH3:1][O:2][C:3](=[O:31])[C@H:4]([CH2:21][C:22]1[CH:27]=[CH:26][C:25]([N+:28]([O-])=O)=[CH:24][CH:23]=1)[NH:5][C:6]([C:8]1([CH2:13][CH2:14][CH2:15][CH2:16][S:17]([CH3:20])(=[O:19])=[O:18])[CH2:12][CH2:11][CH2:10][CH2:9]1)=[S:7].C1COCC1.[Cl-].[NH4+].O. The catalyst is CO.[Zn]. The product is [CH3:1][O:2][C:3](=[O:31])[C@H:4]([CH2:21][C:22]1[CH:27]=[CH:26][C:25]([NH2:28])=[CH:24][CH:23]=1)[NH:5][C:6]([C:8]1([CH2:13][CH2:14][CH2:15][CH2:16][S:17]([CH3:20])(=[O:19])=[O:18])[CH2:12][CH2:11][CH2:10][CH2:9]1)=[S:7]. The yield is 0.980. (7) The reactants are [CH3:1][C:2]1([CH3:34])[C:8](=[O:9])[NH:7][C:6]2[N:10]=[CH:11][C:12](/[CH:14]=[CH:15]/[C:16]([N:18]([CH2:20][C:21]3[CH:26]=[CH:25][CH:24]=[C:23]([O:27][CH3:28])[C:22]=3[O:29][CH2:30][CH:31]([CH3:33])[CH3:32])[CH3:19])=[O:17])=[CH:13][C:5]=2[CH2:4][NH:3]1.[ClH:35]. The catalyst is C(Cl)Cl.C(OCC)C. The product is [ClH:35].[CH3:1][C:2]1([CH3:34])[C:8](=[O:9])[NH:7][C:6]2[N:10]=[CH:11][C:12](/[CH:14]=[CH:15]/[C:16]([N:18]([CH2:20][C:21]3[CH:26]=[CH:25][CH:24]=[C:23]([O:27][CH3:28])[C:22]=3[O:29][CH2:30][CH:31]([CH3:32])[CH3:33])[CH3:19])=[O:17])=[CH:13][C:5]=2[CH2:4][NH:3]1. The yield is 0.470. (8) The reactants are [CH3:1][CH:2]([CH2:4][C@H:5]([CH2:10][NH2:11])[CH2:6][C:7]([OH:9])=[O:8])[CH3:3].C(N(CC)CC)C.C[Si](C)(C)Cl.C(=O)([O-])OC1C=CC([N+]([O-])=O)=CC=1[CH:35]([O:37][C:38](=[O:42])[CH:39]([CH3:41])[CH3:40])[CH3:36].C(O)(=O)CC(CC(O)=O)([C:49]([OH:51])=[O:50])O. The catalyst is ClCCl. The product is [C:38]([O:37][CH:35]([O:51][C:49]([NH:11][CH2:10][CH:5]([CH2:4][CH:2]([CH3:1])[CH3:3])[CH2:6][C:7]([OH:9])=[O:8])=[O:50])[CH3:36])(=[O:42])[CH:39]([CH3:40])[CH3:41]. The yield is 0.480. (9) The reactants are O=[C:2]1C[CH2:5][CH:4]([C:7]([O:9][C:10]([CH3:13])([CH3:12])[CH3:11])=[O:8])[CH2:3]1.CO[CH:16]([O:19][CH3:20])[O:17][CH3:18]. The catalyst is CC1C=CC(S(O)(=O)=O)=CC=1.O.C(Cl)Cl.CO. The product is [CH3:20][O:19][C:16]1([O:17][CH3:18])[CH2:2][CH2:3][CH:4]([C:7]([O:9][C:10]([CH3:12])([CH3:11])[CH3:13])=[O:8])[CH2:5]1. The yield is 0.900. (10) The reactants are [C:1]([C:3]1[C:11]2[C:6](=[CH:7][C:8](C(O)=O)=[CH:9][CH:10]=2)[N:5]([CH2:15][CH3:16])[CH:4]=1)#[N:2].CC[N:19]([CH2:22]C)CC.C1(P(N=[N+]=[N-])(C2C=CC=CC=2)=[O:31])C=CC=CC=1.[C:41]([OH:45])([CH3:44])([CH3:43])[CH3:42]. The catalyst is CCOC(C)=O. The product is [C:1]([C:3]1[C:11]2[C:6](=[CH:7][C:8]([NH:19][C:22](=[O:31])[O:45][C:41]([CH3:44])([CH3:43])[CH3:42])=[CH:9][CH:10]=2)[N:5]([CH2:15][CH3:16])[CH:4]=1)#[N:2]. The yield is 0.650.